Task: Regression. Given a peptide amino acid sequence and an MHC pseudo amino acid sequence, predict their binding affinity value. This is MHC class I binding data.. Dataset: Peptide-MHC class I binding affinity with 185,985 pairs from IEDB/IMGT (1) The peptide sequence is QSFEEVSAR. The MHC is HLA-A26:01 with pseudo-sequence HLA-A26:01. The binding affinity (normalized) is 0.0847. (2) The peptide sequence is FLLQNEFRI. The MHC is H-2-Db with pseudo-sequence H-2-Db. The binding affinity (normalized) is 0.368. (3) The peptide sequence is TIQRFSSLR. The MHC is HLA-A31:01 with pseudo-sequence HLA-A31:01. The binding affinity (normalized) is 1.00. (4) The binding affinity (normalized) is 0. The peptide sequence is REQANSVETIV. The MHC is Mamu-B01 with pseudo-sequence Mamu-B01. (5) The peptide sequence is DTVNRTHQY. The MHC is HLA-B57:01 with pseudo-sequence HLA-B57:01. The binding affinity (normalized) is 0.0847. (6) The peptide sequence is GALSRRYPH. The MHC is HLA-B46:01 with pseudo-sequence HLA-B46:01. The binding affinity (normalized) is 0.0847. (7) The peptide sequence is SPRSRNRSF. The MHC is HLA-B15:09 with pseudo-sequence HLA-B15:09. The binding affinity (normalized) is 0.0847. (8) The peptide sequence is ESMMGSTAM. The MHC is HLA-A29:02 with pseudo-sequence HLA-A29:02. The binding affinity (normalized) is 0.0847. (9) The peptide sequence is TVIDLEPISY. The MHC is HLA-B15:01 with pseudo-sequence HLA-B15:01. The binding affinity (normalized) is 0.971. (10) The peptide sequence is PLTFGWCYKL. The MHC is HLA-B35:01 with pseudo-sequence HLA-B35:01. The binding affinity (normalized) is 0.